This data is from Forward reaction prediction with 1.9M reactions from USPTO patents (1976-2016). The task is: Predict the product of the given reaction. (1) Given the reactants C([C:3]1[C:16]2[C:7](=[C:8]3CC[CH2:17][N:10]4[CH2:11]CC[C:14]([CH:15]=2)=[C:9]34)[O:6][C:5](=[O:20])[CH:4]=1)#C.C(N(CC)CC)C.[F:28][C:29]([F:42])([F:41])[S:30]([O:33]S(C(F)(F)F)(=O)=O)(=[O:32])=[O:31], predict the reaction product. The product is: [CH3:11][N:10]([CH3:17])[C:9]1[CH:8]=[C:7]2[C:16]([C:3]([O:33][S:30]([C:29]([F:42])([F:41])[F:28])(=[O:32])=[O:31])=[CH:4][C:5](=[O:20])[O:6]2)=[CH:15][CH:14]=1. (2) Given the reactants [Br:1][C:2]1[CH:3]=[C:4]2[C:9](=[CH:10][CH:11]=1)[C:8](=[O:12])[NH:7][C:6](=[O:13])[C:5]2=[CH:14]OC.CN(C)C=O.[CH2:22]([N:24]([CH2:30][CH3:31])[CH2:25][CH2:26][CH2:27][CH2:28][NH2:29])[CH3:23], predict the reaction product. The product is: [Br:1][C:2]1[CH:3]=[C:4]2[C:9](=[CH:10][CH:11]=1)[C:8](=[O:12])[NH:7][C:6](=[O:13])/[C:5]/2=[CH:14]\[NH:29][CH2:28][CH2:27][CH2:26][CH2:25][N:24]([CH2:30][CH3:31])[CH2:22][CH3:23]. (3) Given the reactants [Br:1][C:2]1[S:6][C:5]([C:7]2[NH:11][N:10]=[N:9][N:8]=2)=[CH:4][CH:3]=1.[CH2:12](Br)[C:13]1[CH:18]=[CH:17][CH:16]=[CH:15][CH:14]=1.Cl.ClCC1C(C)=NC=CC=1, predict the reaction product. The product is: [CH2:12]([N:11]1[C:7]([C:5]2[S:6][C:2]([Br:1])=[CH:3][CH:4]=2)=[N:8][N:9]=[N:10]1)[C:13]1[CH:18]=[CH:17][CH:16]=[CH:15][CH:14]=1. (4) Given the reactants O=C1C2C(=CC=CC=2)[C:4](=[O:11])[N:3]1[CH2:12][C:13]1[CH:20]=[CH:19][C:18]([F:21])=[CH:17][C:14]=1[C:15]#[N:16].O.NN.[C:25]([O:29]C(OC([O:29][C:25]([CH3:28])([CH3:27])[CH3:26])=O)=O)([CH3:28])([CH3:27])[CH3:26], predict the reaction product. The product is: [C:15]([C:14]1[CH:17]=[C:18]([F:21])[CH:19]=[CH:20][C:13]=1[CH2:12][NH:3][C:4](=[O:11])[O:29][C:25]([CH3:28])([CH3:27])[CH3:26])#[N:16]. (5) Given the reactants [Cl:1][C:2]1[CH:3]=[CH:4][C:5]([O:8][C:9]2[CH:16]=[CH:15][C:12]([CH:13]=[O:14])=[CH:11][CH:10]=2)=[N:6][CH:7]=1.[CH3:17][CH:18]1[NH:22][C:21](=[O:23])[NH:20][C:19]1=[O:24], predict the reaction product. The product is: [Cl:1][C:2]1[CH:3]=[CH:4][C:5]([O:8][C:9]2[CH:16]=[CH:15][C:12]([CH:13]([OH:14])[C:18]3([CH3:17])[NH:22][C:21](=[O:23])[NH:20][C:19]3=[O:24])=[CH:11][CH:10]=2)=[N:6][CH:7]=1. (6) Given the reactants [CH3:1][O:2][C:3]([C:5]1[CH:14]=[N:13][CH:12]=[C:11]2[C:6]=1[CH2:7][CH2:8][N:9]([C:15]1[CH:16]=[C:17]([CH:21]=[CH:22][CH:23]=1)[C:18]([OH:20])=O)[CH2:10]2)=[O:4].C(N(CC)CC)C.CCCP(=O)=O.[CH:37]([C:40]1[CH:41]=[C:42]([CH:44]=[CH:45][CH:46]=1)[NH2:43])([CH3:39])[CH3:38], predict the reaction product. The product is: [CH:37]([C:40]1[CH:41]=[C:42]([NH:43][C:18]([C:17]2[CH:16]=[C:15]([N:9]3[CH2:10][C:11]4[CH:12]=[N:13][CH:14]=[C:5]([C:3]([O:2][CH3:1])=[O:4])[C:6]=4[CH2:7][CH2:8]3)[CH:23]=[CH:22][CH:21]=2)=[O:20])[CH:44]=[CH:45][CH:46]=1)([CH3:39])[CH3:38]. (7) Given the reactants [Cl:1][C:2]1[CH:7]=[C:6]([Cl:8])[CH:5]=[CH:4][C:3]=1[C:9]1[CH2:12][CH2:11][C:10]=1[NH:13][C:14](=[O:16])[CH3:15].C[NH2+]C, predict the reaction product. The product is: [Cl:1][C:2]1[CH:7]=[C:6]([Cl:8])[CH:5]=[CH:4][C:3]=1[C@@H:9]1[CH2:12][CH2:11][C@@H:10]1[NH:13][C:14](=[O:16])[CH3:15].